Dataset: Full USPTO retrosynthesis dataset with 1.9M reactions from patents (1976-2016). Task: Predict the reactants needed to synthesize the given product. Given the product [Cl:1][C:2]1[NH:3][C:4](=[O:20])[C:5]2[CH:10]=[CH:9][N:8]([CH2:11][O:12][CH2:13][CH2:14][Si:15]([CH3:18])([CH3:17])[CH3:16])[C:6]=2[N:7]=1, predict the reactants needed to synthesize it. The reactants are: [Cl:1][C:2]1[N:3]=[C:4](Cl)[C:5]2[CH:10]=[CH:9][N:8]([CH2:11][O:12][CH2:13][CH2:14][Si:15]([CH3:18])([CH3:17])[CH3:16])[C:6]=2[N:7]=1.[OH-:20].[K+].